This data is from Catalyst prediction with 721,799 reactions and 888 catalyst types from USPTO. The task is: Predict which catalyst facilitates the given reaction. (1) Reactant: C[O:2][C:3]1[CH:11]=[CH:10][CH:9]=[C:8]2[C:4]=1[CH:5]=[C:6]([C:13]([OH:15])=[O:14])[N:7]2[CH3:12].B(Br)(Br)Br.[OH-].[Na+]. Product: [OH:2][C:3]1[CH:11]=[CH:10][CH:9]=[C:8]2[C:4]=1[CH:5]=[C:6]([C:13]([OH:15])=[O:14])[N:7]2[CH3:12]. The catalyst class is: 4. (2) Reactant: [C:1]12([CH:7]([C:22]3[CH:27]=[CH:26][CH:25]=[CH:24][CH:23]=3)[NH:8][C:9](=[O:21])[C:10]3[CH:15]=[C:14]([C:16]([F:19])([F:18])[F:17])[CH:13]=[CH:12][C:11]=3[Cl:20])[CH2:6][CH:4]([CH2:5]1)[CH2:3][NH:2]2.Cl. Product: [ClH:20].[C:1]12([CH:7]([C:22]3[CH:27]=[CH:26][CH:25]=[CH:24][CH:23]=3)[NH:8][C:9](=[O:21])[C:10]3[CH:15]=[C:14]([C:16]([F:18])([F:19])[F:17])[CH:13]=[CH:12][C:11]=3[Cl:20])[CH2:5][CH:4]([CH2:6]1)[CH2:3][NH:2]2. The catalyst class is: 28. (3) Reactant: [Cl:1][C:2]1[CH:3]=[C:4]([NH:9][C:10]([C:12]2[C:20]3[N:19]=[C:18]([N:21]([CH3:23])[CH3:22])[NH:17][C:16]=3[CH:15]=[C:14]([NH:24][C:25]([C:27]3[CH:32]=[C:31]([Cl:33])[CH:30]=[CH:29][C:28]=3[Cl:34])=[O:26])[CH:13]=2)=[O:11])[CH:5]=[CH:6][C:7]=1[CH3:8].[CH3:35][S:36]([OH:39])(=[O:38])=[O:37]. Product: [CH3:35][S:36]([OH:39])(=[O:38])=[O:37].[Cl:1][C:2]1[CH:3]=[C:4]([NH:9][C:10]([C:12]2[C:20]3[N:19]=[C:18]([N:21]([CH3:22])[CH3:23])[NH:17][C:16]=3[CH:15]=[C:14]([NH:24][C:25]([C:27]3[CH:32]=[C:31]([Cl:33])[CH:30]=[CH:29][C:28]=3[Cl:34])=[O:26])[CH:13]=2)=[O:11])[CH:5]=[CH:6][C:7]=1[CH3:8]. The catalyst class is: 5. (4) The catalyst class is: 17. Reactant: Cl.[NH2:2][OH:3].[Cl:4][C:5]1[CH:6]=[C:7]([NH:11][C:12]2[N:17]=[C:16]([C:18]3[CH:23]=[CH:22][N:21]=[C:20]([C:24](=O)[CH3:25])[CH:19]=3)[CH:15]=[CH:14][N:13]=2)[CH:8]=[CH:9][CH:10]=1.ClC1C=C(NC2N=C(C3C=CN=C(C#N)C=3)C=CN=2)C=CC=1. Product: [Cl:4][C:5]1[CH:6]=[C:7]([NH:11][C:12]2[N:17]=[C:16]([C:18]3[CH:23]=[CH:22][N:21]=[C:20]([C:24](=[N:2][OH:3])[CH3:25])[CH:19]=3)[CH:15]=[CH:14][N:13]=2)[CH:8]=[CH:9][CH:10]=1. (5) Reactant: [CH:1]1[C:2]2[C:17](=[O:18])[C:16]([C:19]([OH:21])=[O:20])=[CH:15][N:14]([CH:22]3[CH2:24][CH2:23]3)[C:3]=2[CH:4]=[C:5]([N:8]2[CH2:13][CH2:12][NH:11][CH2:10][CH2:9]2)[C:6]=1[F:7].[OH:25][C:26]([CH:28]([C:30]1[CH:39]=[CH:38][C:33]([CH2:34][CH:35]([CH3:37])[CH3:36])=[CH:32][CH:31]=1)[CH3:29])=[O:27]. Product: [OH:27][C:26]([CH:28]([C:30]1[CH:31]=[CH:32][C:33]([CH2:34][CH:35]([CH3:36])[CH3:37])=[CH:38][CH:39]=1)[CH3:29])=[O:25].[CH:1]1[C:2]2[C:17](=[O:18])[C:16]([C:19]([OH:21])=[O:20])=[CH:15][N:14]([CH:22]3[CH2:23][CH2:24]3)[C:3]=2[CH:4]=[C:5]([N:8]2[CH2:9][CH2:10][NH:11][CH2:12][CH2:13]2)[C:6]=1[F:7]. The catalyst class is: 6. (6) Reactant: [CH3:1][N:2]([C:6]1[CH:11]=[CH:10][C:9]([N+:12]([O-])=O)=[C:8]([N:15]2[CH2:20][CH2:19][CH2:18][CH2:17][CH2:16]2)[CH:7]=1)[C:3](=[O:5])[CH3:4]. Product: [NH2:12][C:9]1[CH:10]=[CH:11][C:6]([N:2]([CH3:1])[C:3](=[O:5])[CH3:4])=[CH:7][C:8]=1[N:15]1[CH2:20][CH2:19][CH2:18][CH2:17][CH2:16]1. The catalyst class is: 45.